Dataset: Forward reaction prediction with 1.9M reactions from USPTO patents (1976-2016). Task: Predict the product of the given reaction. (1) Given the reactants [CH3:1][C:2]1[N:7]=[C:6]([C:8]2[N:13]=[CH:12][C:11]3[CH:14]=[N:15][NH:16][C:10]=3[CH:9]=2)[CH:5]=[N:4][CH:3]=1.Br[C:18]1[N:23]=[C:22]([N:24]2[CH2:29][CH2:28][CH2:27][C@H:26]([NH:30][C:31](=[O:37])[O:32][C:33]([CH3:36])([CH3:35])[CH3:34])[CH2:25]2)[C:21]([O:38][CH3:39])=[CH:20][CH:19]=1.CNCCNC.C(=O)([O-])[O-].[K+].[K+], predict the reaction product. The product is: [CH3:39][O:38][C:21]1[C:22]([N:24]2[CH2:29][CH2:28][CH2:27][C@H:26]([NH:30][C:31](=[O:37])[O:32][C:33]([CH3:35])([CH3:34])[CH3:36])[CH2:25]2)=[N:23][C:18]([N:16]2[C:10]3[CH:9]=[C:8]([C:6]4[CH:5]=[N:4][CH:3]=[C:2]([CH3:1])[N:7]=4)[N:13]=[CH:12][C:11]=3[CH:14]=[N:15]2)=[CH:19][CH:20]=1. (2) Given the reactants [C:1]([C:5]1[CH:6]=[C:7]([NH:17][C:18]([C:20]2[N:21]([CH3:44])[C:22]3[C:27]([CH:28]=2)=[CH:26][CH:25]=[CH:24][C:23]=3[CH2:29][N:30]2[CH2:35][CH2:34][N:33]([C:36]([CH:38]3[CH2:42][CH2:41][CH2:40][N:39]3[CH3:43])=[O:37])[CH2:32][CH2:31]2)=[O:19])[C:8]([O:15][CH3:16])=[C:9]([CH:14]=1)[C:10]([O:12]C)=[O:11])([CH3:4])([CH3:3])[CH3:2].[OH-].[Na+], predict the reaction product. The product is: [C:1]([C:5]1[CH:6]=[C:7]([NH:17][C:18]([C:20]2[N:21]([CH3:44])[C:22]3[C:27]([CH:28]=2)=[CH:26][CH:25]=[CH:24][C:23]=3[CH2:29][N:30]2[CH2:31][CH2:32][N:33]([C:36]([CH:38]3[CH2:42][CH2:41][CH2:40][N:39]3[CH3:43])=[O:37])[CH2:34][CH2:35]2)=[O:19])[C:8]([O:15][CH3:16])=[C:9]([CH:14]=1)[C:10]([OH:12])=[O:11])([CH3:4])([CH3:2])[CH3:3]. (3) The product is: [N:1]1([C:5]([C:7]2[CH:35]=[CH:34][C:10]([O:11][C:12]3[CH:13]=[C:14]([CH:26]=[C:27]([O:29][C@@H:30]([CH3:33])[CH2:31][OH:32])[CH:28]=3)[C:15]([NH:17][C:18]3[CH:22]=[CH:21][N:20]([CH:23]([CH3:25])[CH3:24])[N:19]=3)=[O:16])=[CH:9][CH:8]=2)=[O:6])[CH2:4][CH2:3][CH2:2]1. Given the reactants [N:1]1([C:5]([C:7]2[CH:35]=[CH:34][C:10]([O:11][C:12]3[CH:13]=[C:14]([CH:26]=[C:27]([O:29][C@@H:30]([CH3:33])[CH2:31][OH:32])[CH:28]=3)[C:15]([NH:17][C:18]3[CH:22]=[CH:21][N:20]([CH:23]([CH3:25])[CH3:24])[N:19]=3)=[O:16])=[C:9](Cl)[CH:8]=2)=[O:6])[CH2:4][CH2:3][CH2:2]1, predict the reaction product. (4) Given the reactants [NH2:1][C:2]1[C:11]2[C:6](=[C:7]([C:13]3[CH:21]=[C:20]4[C:16]([CH:17]=[N:18][NH:19]4)=[CH:15][C:14]=3[CH3:22])[CH:8]=[C:9](F)[CH:10]=2)[N:5]=[N:4][C:3]=1[C:23]([NH2:25])=[O:24].CCN(C(C)C)C(C)C.[NH:35]1[CH2:40][CH2:39][O:38][CH2:37][CH2:36]1, predict the reaction product. The product is: [NH2:1][C:2]1[C:11]2[C:6](=[C:7]([C:13]3[CH:21]=[C:20]4[C:16]([CH:17]=[N:18][NH:19]4)=[CH:15][C:14]=3[CH3:22])[CH:8]=[C:9]([N:35]3[CH2:40][CH2:39][O:38][CH2:37][CH2:36]3)[CH:10]=2)[N:5]=[N:4][C:3]=1[C:23]([NH2:25])=[O:24]. (5) Given the reactants CS(C)=O.[H-].[Na+].[I-].C([S+](CC)CC)C.[F:15][C:16]1[CH:21]=[CH:20][C:19](C(=O)C)=[CH:18][CH:17]=1.[CH2:25]1[CH2:29][O:28][CH2:27][CH2:26]1, predict the reaction product. The product is: [F:15][C:16]1[CH:21]=[CH:20][C:19]([C:27]2([CH3:26])[CH:29]([CH3:25])[O:28]2)=[CH:18][CH:17]=1. (6) Given the reactants [CH:1]1[C:10]2[C:5](=[CH:6][CH:7]=[CH:8][CH:9]=2)[CH:4]=[CH:3][C:2]=1[CH:11]=[CH:12][C:13](=[O:26])[CH:14]=[CH:15][C:16]1[CH:25]=[CH:24][C:23]2[C:18](=[CH:19][CH:20]=[CH:21][CH:22]=2)[CH:17]=1.[CH3:27][NH2:28].O, predict the reaction product. The product is: [CH:17]1[C:18]2[C:23](=[CH:22][CH:21]=[CH:20][CH:19]=2)[CH:24]=[CH:25][C:16]=1[CH:15]1[CH2:14][C:13](=[O:26])[CH2:12][CH:11]([C:2]2[CH:3]=[CH:4][C:5]3[C:10](=[CH:9][CH:8]=[CH:7][CH:6]=3)[CH:1]=2)[N:28]1[CH3:27]. (7) Given the reactants [Cl:1][C:2]1[CH:7]=[C:6]([OH:8])[C:5]([F:9])=[CH:4][C:3]=1[NH:10][C:11]([C:13]1[C:14](=[O:26])[N:15]([C:20]2[CH:25]=[CH:24][CH:23]=[CH:22][CH:21]=2)[N:16]([CH3:19])[C:17]=1[CH3:18])=[O:12].CC([O-])(C)C.[K+].Cl[C:34]1[CH:39]=[CH:38][N:37]=[C:36]([C:40]([NH2:42])=[O:41])[CH:35]=1.O, predict the reaction product. The product is: [Cl:1][C:2]1[C:3]([NH:10][C:11]([C:13]2[C:14](=[O:26])[N:15]([C:20]3[CH:21]=[CH:22][CH:23]=[CH:24][CH:25]=3)[N:16]([CH3:19])[C:17]=2[CH3:18])=[O:12])=[CH:4][C:5]([F:9])=[C:6]([CH:7]=1)[O:8][C:34]1[CH:39]=[CH:38][N:37]=[C:36]([C:40]([NH2:42])=[O:41])[CH:35]=1. (8) Given the reactants [C:1]([N:4]1[N:8]=[C:7]([C:9]2[CH:14]=[C:13]([F:15])[CH:12]=[CH:11][C:10]=2[F:16])[O:6][C:5]1([CH2:23][CH2:24][CH2:25]O)[C:17]1[CH:22]=[CH:21][CH:20]=[CH:19][CH:18]=1)(=[O:3])[CH3:2].CC(OI1(OC(C)=O)(OC(C)=O)OC(=O)C2C=CC=CC1=2)=O.S([O-])([O-])(=O)=S.[Na+].[Na+].C([O-])(O)=O.[Na+].C(C1C(CCC=O)(C2C=CC=CC=2)[CH:67]2COC3C=CC(Cl)=C[C:71]=3[N:66]2N=1)(=O)C.CNC.C(N(CC)CC)C.[BH-](OC(C)=O)(OC(C)=O)OC(C)=O.[Na+], predict the reaction product. The product is: [C:1]([N:4]1[N:8]=[C:7]([C:9]2[CH:14]=[C:13]([F:15])[CH:12]=[CH:11][C:10]=2[F:16])[O:6][C:5]1([CH2:23][CH2:24][CH2:25][N:66]([CH3:71])[CH3:67])[C:17]1[CH:22]=[CH:21][CH:20]=[CH:19][CH:18]=1)(=[O:3])[CH3:2]. (9) Given the reactants C[C@H]([O:10][C:11](=[O:31])[C@@H:12]([C:24]1[CH:29]=[CH:28][C:27]([Cl:30])=[CH:26][CH:25]=1)[O:13][C:14]1[CH:19]=[CH:18][CH:17]=[C:16]([C:20]([F:23])([F:22])[F:21])[CH:15]=1)C(=O)N1CCCC1.O.Cl, predict the reaction product. The product is: [Cl:30][C:27]1[CH:26]=[CH:25][C:24]([CH:12]([O:13][C:14]2[CH:19]=[CH:18][CH:17]=[C:16]([C:20]([F:21])([F:22])[F:23])[CH:15]=2)[C:11]([OH:31])=[O:10])=[CH:29][CH:28]=1. (10) Given the reactants [CH2:1]([O:8][C:9]([N:11]1[CH2:18][CH2:17][CH2:16][C@H:12]1[C:13]([OH:15])=O)=[O:10])[C:2]1[CH:7]=[CH:6][CH:5]=[CH:4][CH:3]=1.C(N1C=CN=C1)([N:21]1[CH:25]=[CH:24]N=C1)=O.Cl.C[O:33]C(=O)CN.C(N(CC)CC)C, predict the reaction product. The product is: [CH2:1]([O:8][C:9]([N:11]1[CH2:12][C:13](=[O:15])[N:21]2[CH2:25][CH2:24][CH2:16][C@H:17]2[C:18]1=[O:33])=[O:10])[C:2]1[CH:3]=[CH:4][CH:5]=[CH:6][CH:7]=1.